From a dataset of Forward reaction prediction with 1.9M reactions from USPTO patents (1976-2016). Predict the product of the given reaction. (1) Given the reactants Cl[C:2]1[N:7]=[C:6]([C:8]2[N:12]3[CH:13]=[CH:14][CH:15]=[CH:16][C:11]3=[N:10][C:9]=2[C:17]2[CH:18]=[CH:19][C:20]([O:34][CH3:35])=[C:21]([CH:33]=2)[C:22]([NH:24][C:25]2[C:30]([F:31])=[CH:29][CH:28]=[CH:27][C:26]=2[F:32])=[O:23])[CH:5]=[CH:4][N:3]=1.[N:36]1([CH:42]2[CH2:47][CH2:46][N:45]([C:48]3[CH:54]=[CH:53][C:51]([NH2:52])=[C:50]([O:55][CH3:56])[CH:49]=3)[CH2:44][CH2:43]2)[CH2:41][CH2:40][CH2:39][CH2:38][CH2:37]1.C1(C)C=CC(S(O)(=O)=O)=CC=1.C([O-])(O)=O.[Na+], predict the reaction product. The product is: [N:36]1([CH:42]2[CH2:47][CH2:46][N:45]([C:48]3[CH:54]=[CH:53][C:51]([NH:52][C:2]4[N:7]=[C:6]([C:8]5[N:12]6[CH:13]=[CH:14][CH:15]=[CH:16][C:11]6=[N:10][C:9]=5[C:17]5[CH:18]=[CH:19][C:20]([O:34][CH3:35])=[C:21]([CH:33]=5)[C:22]([NH:24][C:25]5[C:26]([F:32])=[CH:27][CH:28]=[CH:29][C:30]=5[F:31])=[O:23])[CH:5]=[CH:4][N:3]=4)=[C:50]([O:55][CH3:56])[CH:49]=3)[CH2:44][CH2:43]2)[CH2:41][CH2:40][CH2:39][CH2:38][CH2:37]1. (2) The product is: [C:1]([C:3]1[CH:9]=[CH:8][C:6]([NH:7][CH:10]=[O:11])=[CH:5][CH:4]=1)#[CH:2]. Given the reactants [C:1]([C:3]1[CH:9]=[CH:8][C:6]([NH2:7])=[CH:5][CH:4]=1)#[CH:2].[CH:10](OCC)=[O:11], predict the reaction product. (3) The product is: [OH:1][C@@:2]([C:7]1[CH:12]=[CH:11][CH:10]=[CH:9][CH:8]=1)([CH3:6])[C:3]([N:14]([CH3:13])[C@H:15]1[CH2:34][N:19]2[C:20]3[C:25]([C:26]([CH2:27][C:28]([OH:30])=[O:29])=[C:18]2[CH2:17][CH2:16]1)=[CH:24][CH:23]=[CH:22][CH:21]=3)=[O:5]. Given the reactants [OH:1][C@@:2]([C:7]1[CH:12]=[CH:11][CH:10]=[CH:9][CH:8]=1)([CH3:6])[C:3]([OH:5])=O.[CH3:13][NH:14][C@H:15]1[CH2:34][N:19]2[C:20]3[C:25]([C:26]([CH2:27][C:28]([O:30]CCC)=[O:29])=[C:18]2[CH2:17][CH2:16]1)=[CH:24][CH:23]=[CH:22][CH:21]=3, predict the reaction product. (4) Given the reactants [C:1]([C:3]1[CH:8]=[CH:7][N:6]=[CH:5][CH:4]=1)#[N:2].C(O)(=O)[CH2:10][CH:11]([CH3:13])[CH3:12].FC(F)(F)C(O)=O.[OH-].[Na+], predict the reaction product. The product is: [C:1]([C:3]1[CH:8]=[CH:7][N:6]=[C:5]([CH2:10][CH:11]([CH3:13])[CH3:12])[CH:4]=1)#[N:2]. (5) Given the reactants [N:1]1([C:7]([N:9]2[CH2:14][CH:13]([C:15]3[CH:20]=[CH:19][C:18]([O:21][C:22]([F:25])([F:24])[F:23])=[CH:17][CH:16]=3)[CH2:12][CH:11]([C:26]([OH:28])=O)[CH2:10]2)=[O:8])[CH2:6][CH2:5][O:4][CH2:3][CH2:2]1.[F:29][C:30]1[CH:35]=[CH:34][C:33]([C:36](=[NH:39])[NH:37]O)=[CH:32][CH:31]=1, predict the reaction product. The product is: [F:29][C:30]1[CH:35]=[CH:34][C:33]([C:36]2[N:39]=[C:26]([CH:11]3[CH2:12][CH:13]([C:15]4[CH:20]=[CH:19][C:18]([O:21][C:22]([F:23])([F:24])[F:25])=[CH:17][CH:16]=4)[CH2:14][N:9]([C:7]([N:1]4[CH2:2][CH2:3][O:4][CH2:5][CH2:6]4)=[O:8])[CH2:10]3)[O:28][N:37]=2)=[CH:32][CH:31]=1. (6) Given the reactants [F:1][C:2]1[CH:31]=[CH:30][CH:29]=[C:28]([F:32])[C:3]=1[C:4]([NH:6][C:7]1[S:8][C:9]([C:18]2[CH:23]=[CH:22][CH:21]=[C:20]([C:24]([F:27])([F:26])[F:25])[CH:19]=2)=[C:10]([C:12](N(OC)C)=[O:13])[N:11]=1)=[O:5].C[Mg+].[Br-].O.[CH2:37]1COC[CH2:38]1, predict the reaction product. The product is: [F:1][C:2]1[CH:31]=[CH:30][CH:29]=[C:28]([F:32])[C:3]=1[C:4]([NH:6][C:7]1[S:8][C:9]([C:18]2[CH:23]=[CH:22][CH:21]=[C:20]([C:24]([F:27])([F:25])[F:26])[CH:19]=2)=[C:10]([C:12](=[O:13])[CH2:37][CH3:38])[N:11]=1)=[O:5].